From a dataset of Forward reaction prediction with 1.9M reactions from USPTO patents (1976-2016). Predict the product of the given reaction. (1) Given the reactants Cl[C:2]1[C:11]2[C:6](=[CH:7][C:8]([O:12][CH3:13])=[CH:9][CH:10]=2)[CH:5]=[C:4]([NH:14][C:15]2[CH:19]=[C:18]([CH3:20])[NH:17][N:16]=2)[N:3]=1.[N:21]1[CH:26]=[CH:25][CH:24]=[C:23]([NH2:27])[CH:22]=1, predict the reaction product. The product is: [CH3:13][O:12][C:8]1[CH:7]=[C:6]2[C:11](=[CH:10][CH:9]=1)[C:2]([NH:27][C:23]1[CH:22]=[N:21][CH:26]=[CH:25][CH:24]=1)=[N:3][C:4]([NH:14][C:15]1[CH:19]=[C:18]([CH3:20])[NH:17][N:16]=1)=[CH:5]2. (2) Given the reactants [CH2:1]([O:3][C:4](=[O:19])[C:5]([C:10]([C:12]1[C:17](F)=[CH:16][CH:15]=[CH:14][N:13]=1)=[O:11])=[CH:6][N:7]([CH3:9])C)[CH3:2].[O-]P([O-])([O-])=O.[K+].[K+].[K+].[C:28]1([C:36]2[CH:41]=[CH:40][CH:39]=[CH:38][CH:37]=2)[CH:33]=[CH:32][CH:31]=[CH:30][C:29]=1CN, predict the reaction product. The product is: [CH2:1]([O:3][C:4]([C:5]1[C:10](=[O:11])[C:12]2[C:17](=[CH:16][CH:15]=[CH:14][N:13]=2)[N:7]([CH2:9][C:41]2[CH:40]=[CH:39][CH:38]=[CH:37][C:36]=2[C:28]2[CH:29]=[CH:30][CH:31]=[CH:32][CH:33]=2)[CH:6]=1)=[O:19])[CH3:2].